From a dataset of Peptide-MHC class I binding affinity with 185,985 pairs from IEDB/IMGT. Regression. Given a peptide amino acid sequence and an MHC pseudo amino acid sequence, predict their binding affinity value. This is MHC class I binding data. The peptide sequence is KTTKSWLQK. The MHC is HLA-A02:03 with pseudo-sequence HLA-A02:03. The binding affinity (normalized) is 0.0847.